This data is from Catalyst prediction with 721,799 reactions and 888 catalyst types from USPTO. The task is: Predict which catalyst facilitates the given reaction. (1) Reactant: C([O:3][C:4]([C:6]1[CH:7]=[N:8][N:9]([C@H:11]([C:13]2[CH:18]=[CH:17][CH:16]=[CH:15][CH:14]=2)[CH3:12])[CH:10]=1)=[O:5])C.[OH-].[Li+]. Product: [C:13]1([C@@H:11]([N:9]2[CH:10]=[C:6]([C:4]([OH:5])=[O:3])[CH:7]=[N:8]2)[CH3:12])[CH:18]=[CH:17][CH:16]=[CH:15][CH:14]=1. The catalyst class is: 30. (2) Reactant: [CH3:1][C:2]1[CH:7]=[CH:6][C:5]([S:8]([O:11][CH2:12][CH:13]([OH:24])[CH2:14][C:15]2[CH:20]=[CH:19][C:18]([O:21][CH3:22])=[CH:17][C:16]=2O)(=[O:10])=[O:9])=[CH:4][CH:3]=1.C1(P(C2C=CC=CC=2)C2C=CC=CC=2)C=CC=CC=1.CCOC(/N=N/C(OCC)=O)=O. Product: [CH3:1][C:2]1[CH:3]=[CH:4][C:5]([S:8]([O:11][CH2:12][CH:13]2[CH2:14][C:15]3[CH:20]=[CH:19][C:18]([O:21][CH3:22])=[CH:17][C:16]=3[O:24]2)(=[O:9])=[O:10])=[CH:6][CH:7]=1. The catalyst class is: 11. (3) Reactant: [O:1]=[S:2]1(=[O:49])[CH2:7][CH2:6][N:5]([CH2:8][CH2:9][NH:10][C@:11]23[CH2:45][CH2:44][C@@H:43]([C:46]([CH3:48])=[CH2:47])[C@@H:12]2[C@@H:13]2[C@@:26]([CH3:29])([CH2:27][CH2:28]3)[C@@:25]3([CH3:30])[C@@H:16]([C@:17]4([CH3:42])[C@@H:22]([CH2:23][CH2:24]3)[C:21]([CH3:32])([CH3:31])[C:20]([C:33]3[CH:41]=[CH:40][C:36]([C:37](O)=[O:38])=[CH:35][CH:34]=3)=[CH:19][CH2:18]4)[CH2:15][CH2:14]2)[CH2:4][CH2:3]1.S(Cl)([Cl:52])=O. Product: [O:1]=[S:2]1(=[O:49])[CH2:7][CH2:6][N:5]([CH2:8][CH2:9][NH:10][C@:11]23[CH2:45][CH2:44][C@@H:43]([C:46]([CH3:48])=[CH2:47])[C@@H:12]2[C@@H:13]2[C@@:26]([CH3:29])([CH2:27][CH2:28]3)[C@@:25]3([CH3:30])[C@@H:16]([C@:17]4([CH3:42])[C@@H:22]([CH2:23][CH2:24]3)[C:21]([CH3:32])([CH3:31])[C:20]([C:33]3[CH:41]=[CH:40][C:36]([C:37]([Cl:52])=[O:38])=[CH:35][CH:34]=3)=[CH:19][CH2:18]4)[CH2:15][CH2:14]2)[CH2:4][CH2:3]1. The catalyst class is: 68. (4) Reactant: [F:1][C:2]1[CH:15]=[CH:14][C:13]2[C:4](=[C:5]([CH3:16])[N:6]=[C:7]3[C:12]=2[CH:11]=[CH:10][CH:9]=[CH:8]3)[CH:3]=1.[CH3:17][O:18][C:19]1[CH:24]=[CH:23][C:22]([S:25](Cl)(=[O:27])=[O:26])=[CH:21][CH:20]=1.B.CSC.B1(C)OC(C2C=CC=CC=2)(C2C=CC=CC=2)[C@@H]2N1CCC2.[OH-].[Na+]. Product: [F:1][C:2]1[CH:3]=[C:4]2[C:13](=[CH:14][CH:15]=1)[C:12]1[CH:11]=[CH:10][CH:9]=[CH:8][C:7]=1[N:6]([S:25]([C:22]1[CH:21]=[CH:20][C:19]([O:18][CH3:17])=[CH:24][CH:23]=1)(=[O:27])=[O:26])[C@H:5]2[CH3:16]. The catalyst class is: 4.